Dataset: TCR-epitope binding with 47,182 pairs between 192 epitopes and 23,139 TCRs. Task: Binary Classification. Given a T-cell receptor sequence (or CDR3 region) and an epitope sequence, predict whether binding occurs between them. (1) The epitope is AVFDRKSDAK. The TCR CDR3 sequence is CASSLPPGTDEQYF. Result: 1 (the TCR binds to the epitope). (2) The epitope is DRFYKTLRAEQASQEV. The TCR CDR3 sequence is CASSPPAGSTDTQYF. Result: 0 (the TCR does not bind to the epitope).